This data is from Full USPTO retrosynthesis dataset with 1.9M reactions from patents (1976-2016). The task is: Predict the reactants needed to synthesize the given product. Given the product [Cl:1][C:2]1[CH:25]=[CH:24][CH:23]=[CH:22][C:3]=1[CH2:4][C:5]1[C:12](=[O:13])[N:8]2[CH2:9][CH2:10][CH2:11][N:7]2[C:6]=1[C:14]1[CH:19]=[CH:18][N:17]=[C:16]([S:28]([CH3:40])(=[O:30])=[O:27])[N:15]=1, predict the reactants needed to synthesize it. The reactants are: [Cl:1][C:2]1[CH:25]=[CH:24][CH:23]=[CH:22][C:3]=1[CH2:4][C:5]1[C:12](=[O:13])[N:8]2[CH2:9][CH2:10][CH2:11][N:7]2[C:6]=1[C:14]1[CH:19]=[CH:18][N:17]=[C:16](SC)[N:15]=1.O[O:27][S:28]([O-:30])=O.[K+].S([O-])(O[O-])(=O)=O.[K+].[K+].[C:40]([O-])(O)=O.[Na+].